From a dataset of Forward reaction prediction with 1.9M reactions from USPTO patents (1976-2016). Predict the product of the given reaction. (1) Given the reactants [F:1][C:2]1[C:7]([CH:8]=O)=[C:6]([OH:10])[C:5]([O:11][CH3:12])=[CH:4][CH:3]=1.[CH2:13]([O:15]C(=O)C=P(C1C=CC=CC=1)(C1C=CC=CC=1)C1C=CC=CC=1)[CH3:14].CCCCCCC.C(OCC)(=O)C, predict the reaction product. The product is: [F:1][C:2]1[C:7]([CH2:8][CH2:14][CH2:13][OH:15])=[C:6]([OH:10])[C:5]([O:11][CH3:12])=[CH:4][CH:3]=1. (2) Given the reactants [Br:1][C:2]1[CH:7]=[CH:6][CH:5]=[C:4]([Cl:8])[CH:3]=1.[CH3:9][C:10]1([CH3:26])[C:14]([CH3:16])([CH3:15])[O:13][B:12]([B:12]2[O:13][C:14]([CH3:16])([CH3:15])[C:10]([CH3:26])([CH3:9])[O:11]2)[O:11]1, predict the reaction product. The product is: [Br:1][C:2]1[CH:7]=[C:6]([B:12]2[O:13][C:14]([CH3:16])([CH3:15])[C:10]([CH3:26])([CH3:9])[O:11]2)[CH:5]=[C:4]([Cl:8])[CH:3]=1. (3) Given the reactants [CH3:1][N:2]1[CH2:7][CH2:6][CH:5]([C:8]([NH:10][C:11]2[CH:16]=[C:15]([O:17][C:18]3[CH:19]=[N:20][C:21]([N+:24]([O-])=O)=[CH:22][CH:23]=3)[CH:14]=[CH:13][N:12]=2)=[O:9])[CH2:4][CH2:3]1, predict the reaction product. The product is: [NH2:24][C:21]1[N:20]=[CH:19][C:18]([O:17][C:15]2[CH:14]=[CH:13][N:12]=[C:11]([NH:10][C:8]([CH:5]3[CH2:6][CH2:7][N:2]([CH3:1])[CH2:3][CH2:4]3)=[O:9])[CH:16]=2)=[CH:23][CH:22]=1. (4) The product is: [CH3:14][O:13][C:7]1[C:5]2[N:6]=[C:2]([NH2:1])[S:3][C:4]=2[C:10]([CH2:11][N:15]2[CH2:20][CH2:19][O:18][CH2:17][CH2:16]2)=[CH:9][CH:8]=1. Given the reactants [NH2:1][C:2]1[S:3][C:4]2[C:10]([CH:11]=O)=[CH:9][CH:8]=[C:7]([O:13][CH3:14])[C:5]=2[N:6]=1.[NH:15]1[CH2:20][CH2:19][O:18][CH2:17][CH2:16]1.C(O)(=O)C.[BH-](OC(C)=O)(OC(C)=O)OC(C)=O.[Na+].C([O-])(O)=O.[Na+], predict the reaction product. (5) Given the reactants [Br:1][C:2]1[CH:3]=[CH:4][C:5]([O:12][CH3:13])=[C:6]([S:8](Cl)(=[O:10])=[O:9])[CH:7]=1.[C:14]([N:21]1[CH2:24][C:23]([NH2:26])([CH3:25])[CH2:22]1)([O:16][C:17]([CH3:20])([CH3:19])[CH3:18])=[O:15].CCN(CC)CC, predict the reaction product. The product is: [Br:1][C:2]1[CH:3]=[CH:4][C:5]([O:12][CH3:13])=[C:6]([S:8]([NH:26][C:23]2([CH3:25])[CH2:24][N:21]([C:14]([O:16][C:17]([CH3:20])([CH3:19])[CH3:18])=[O:15])[CH2:22]2)(=[O:10])=[O:9])[CH:7]=1. (6) Given the reactants [Br:1][C:2]1[C:10]2[CH:9]=[N:8][C:7](Cl)=[N:6][C:5]=2[NH:4][CH:3]=1.I[CH2:13][C@H:14]1[CH2:19][CH2:18][C@H:17]([NH:20][C:21](=[O:27])[O:22][C:23]([CH3:26])([CH3:25])[CH3:24])[CH2:16][CH2:15]1.C([O-])([O-])=O.[K+].[K+].[CH2:34]([NH2:38])[CH2:35][CH2:36][CH3:37], predict the reaction product. The product is: [Br:1][C:2]1[C:10]2[CH:9]=[N:8][C:7]([NH:38][CH2:34][CH2:35][CH2:36][CH3:37])=[N:6][C:5]=2[N:4]([CH2:13][C@H:14]2[CH2:19][CH2:18][C@H:17]([NH:20][C:21](=[O:27])[O:22][C:23]([CH3:26])([CH3:25])[CH3:24])[CH2:16][CH2:15]2)[CH:3]=1.